From a dataset of Catalyst prediction with 721,799 reactions and 888 catalyst types from USPTO. Predict which catalyst facilitates the given reaction. (1) Reactant: C([O:8][C:9]1[C:14]([CH3:15])=[CH:13][C:12]([C:16]2[NH:25][C:24](=[O:26])[C:23]3[C:18](=[CH:19][C:20]([O:29][CH2:30][CH2:31][O:32][CH3:33])=[CH:21][C:22]=3[O:27][CH3:28])[N:17]=2)=[CH:11][C:10]=1[CH3:34])C1C=CC=CC=1. Product: [OH:8][C:9]1[C:14]([CH3:15])=[CH:13][C:12]([C:16]2[NH:25][C:24](=[O:26])[C:23]3[C:18](=[CH:19][C:20]([O:29][CH2:30][CH2:31][O:32][CH3:33])=[CH:21][C:22]=3[O:27][CH3:28])[N:17]=2)=[CH:11][C:10]=1[CH3:34]. The catalyst class is: 403. (2) Reactant: [NH:1]1[CH2:4][CH:3]([C:5]2[N:9]([CH3:10])[C:8]3[CH:11]=[CH:12][CH:13]=[CH:14][C:7]=3[N:6]=2)[CH2:2]1.[Cl:15][C:16]1[CH:21]=[C:20](Cl)[N:19]=[C:18]([CH3:23])[N:17]=1.C([O-])([O-])=O.[Cs+].[Cs+]. Product: [Cl:15][C:16]1[N:17]=[C:18]([CH3:23])[N:19]=[C:20]([N:1]2[CH2:4][CH:3]([C:5]3[N:9]([CH3:10])[C:8]4[CH:11]=[CH:12][CH:13]=[CH:14][C:7]=4[N:6]=3)[CH2:2]2)[CH:21]=1. The catalyst class is: 474. (3) Reactant: [NH2:1][N:2]1[CH:6]=[CH:5][C:4]([C:7]2[CH:12]=[CH:11][CH:10]=[CH:9][CH:8]=2)=[C:3]1[C:13]([O:15][CH3:16])=[O:14].[CH2:17]([O:19][C:20](Cl)=[O:21])[CH3:18].O. Product: [CH2:17]([O:19][C:20]([NH:1][N:2]1[CH:6]=[CH:5][C:4]([C:7]2[CH:12]=[CH:11][CH:10]=[CH:9][CH:8]=2)=[C:3]1[C:13]([O:15][CH3:16])=[O:14])=[O:21])[CH3:18]. The catalyst class is: 2. (4) Reactant: [H-].[H-].[H-].[H-].[Li+].[Al+3].[CH3:7][C:8]1([CH3:19])[C:13](=O)[NH:12][C:11]2[CH:15]=[CH:16][CH:17]=[CH:18][C:10]=2[O:9]1. Product: [CH3:7][C:8]1([CH3:19])[CH2:13][NH:12][C:11]2[CH:15]=[CH:16][CH:17]=[CH:18][C:10]=2[O:9]1. The catalyst class is: 1. (5) Reactant: [N:1]([C@@H:4]1[CH2:8][N:7]([C:9](=[O:23])[CH2:10][C:11]2[C:19]3[C:14](=[CH:15][CH:16]=[CH:17][CH:18]=3)[N:13]([C:20]([NH2:22])=[O:21])[CH:12]=2)[C@H:6]([C:24](=[O:35])[NH:25][CH2:26][C:27]2[CH:32]=[CH:31][CH:30]=[C:29]([Cl:33])[C:28]=2[F:34])[CH2:5]1)=[N+]=[N-]. Product: [NH2:1][C@@H:4]1[CH2:8][N:7]([C:9](=[O:23])[CH2:10][C:11]2[C:19]3[C:14](=[CH:15][CH:16]=[CH:17][CH:18]=3)[N:13]([C:20]([NH2:22])=[O:21])[CH:12]=2)[C@H:6]([C:24](=[O:35])[NH:25][CH2:26][C:27]2[CH:32]=[CH:31][CH:30]=[C:29]([Cl:33])[C:28]=2[F:34])[CH2:5]1. The catalyst class is: 19. (6) Reactant: [OH:1][CH2:2][C@H:3]1[O:7][C:6]([CH3:9])([CH3:8])[O:5][C@H:4]1[CH:10]=[CH:11][C:12]([O:14][CH2:15][CH3:16])=[O:13]. Product: [OH:1][CH2:2][C@H:3]1[O:7][C:6]([CH3:8])([CH3:9])[O:5][C@H:4]1[CH2:10][CH2:11][C:12]([O:14][CH2:15][CH3:16])=[O:13]. The catalyst class is: 29. (7) Reactant: C1COCC1.Br[C:7](Br)=[CH:8][CH2:9][CH2:10]/[CH:11]=[C:12](\[CH3:22])/[CH2:13][CH2:14][CH2:15][CH2:16][CH2:17][CH2:18][CH2:19][CH2:20][CH3:21].[Li]CCCC. Product: [CH3:22]/[C:12](/[CH2:13][CH2:14][CH2:15][CH2:16][CH2:17][CH2:18][CH2:19][CH2:20][CH3:21])=[CH:11]\[CH2:10][CH2:9][C:8]#[CH:7]. The catalyst class is: 81. (8) Reactant: C([O:8][CH2:9][CH:10]1[O:19][CH2:18][C:17]2[C:12](=[N:13][CH:14]=[C:15]([NH2:20])[CH:16]=2)[CH2:11]1)C1C=CC=CC=1.B(Br)(Br)Br.O. Product: [NH2:20][C:15]1[CH:16]=[C:17]2[CH2:18][O:19][CH:10]([CH2:9][OH:8])[CH2:11][C:12]2=[N:13][CH:14]=1. The catalyst class is: 2.